From a dataset of Catalyst prediction with 721,799 reactions and 888 catalyst types from USPTO. Predict which catalyst facilitates the given reaction. (1) Product: [CH3:26][O:25][C:20]1[CH:19]=[C:18]([O:27][CH3:28])[CH:17]=[C:16]2[C:21]=1[C:22](=[O:24])[NH:23][C:14]([C:11]1[CH:12]=[CH:13][C:8]([N:1]3[CH2:7][CH2:6][CH2:5][N:4]([CH3:31])[CH2:3][CH2:2]3)=[CH:9][CH:10]=1)=[N:15]2. The catalyst class is: 39. Reactant: [N:1]1([C:8]2[CH:13]=[CH:12][C:11]([C:14]3[NH:23][C:22](=[O:24])[C:21]4[C:16](=[CH:17][C:18]([O:27][CH3:28])=[CH:19][C:20]=4[O:25][CH3:26])[N:15]=3)=[CH:10][CH:9]=2)[CH2:7][CH2:6][CH2:5][NH:4][CH2:3][CH2:2]1.CI.[CH3:31]CN(C(C)C)C(C)C. (2) Reactant: [Br:1][C:2]1[CH:7]=[CH:6][CH:5]=[CH:4][C:3]=1[OH:8].N1C=CN=C1.[C:14]([Si:18](Cl)([CH3:20])[CH3:19])([CH3:17])([CH3:16])[CH3:15].O. Product: [Br:1][C:2]1[CH:7]=[CH:6][CH:5]=[CH:4][C:3]=1[O:8][Si:18]([C:14]([CH3:17])([CH3:16])[CH3:15])([CH3:20])[CH3:19]. The catalyst class is: 3.